Dataset: Catalyst prediction with 721,799 reactions and 888 catalyst types from USPTO. Task: Predict which catalyst facilitates the given reaction. (1) Product: [Cl:1][C:2]1[CH:7]=[C:6]([NH:8][C:9]2[CH:14]=[CH:13][CH:12]=[CH:11][C:10]=2[N+:15]([O-:17])=[O:16])[CH:5]=[CH:4][C:3]=1[C:18]([C:20]1[CH:25]=[C:24]([O:26][CH2:27][CH:28]([OH:29])[CH2:32][OH:31])[CH:23]=[CH:22][C:21]=1[F:35])=[O:19]. Reactant: [Cl:1][C:2]1[CH:7]=[C:6]([NH:8][C:9]2[CH:14]=[CH:13][CH:12]=[CH:11][C:10]=2[N+:15]([O-:17])=[O:16])[CH:5]=[CH:4][C:3]=1[C:18]([C:20]1[CH:25]=[C:24]([O:26][CH2:27][CH:28]2[CH2:32][O:31]C(C)(C)[O:29]2)[CH:23]=[CH:22][C:21]=1[F:35])=[O:19]. The catalyst class is: 6. (2) The catalyst class is: 35. Reactant: [Cl:1][C:2]1[CH:12]=[C:11]([C:13]2[CH2:18][CH2:17][C:16](=[O:19])[NH:15][N:14]=2)[CH:10]=[CH:9][C:3]=1[O:4][CH2:5][C:6]([OH:8])=O.Cl.CN(C)CCCN=C=NCC.N1C2C(=NC=CC=2)N(O)N=1.Br.[NH2:43][CH2:44][C:45]1[CH:50]=[CH:49][C:48]([OH:51])=[CH:47][CH:46]=1.C(N(CC)CC)C. Product: [Cl:1][C:2]1[CH:12]=[C:11]([C:13]2[CH2:18][CH2:17][C:16](=[O:19])[NH:15][N:14]=2)[CH:10]=[CH:9][C:3]=1[O:4][CH2:5][C:6]([NH:43][CH2:44][C:45]1[CH:50]=[CH:49][C:48]([OH:51])=[CH:47][CH:46]=1)=[O:8]. (3) Reactant: [CH:1]([C:4]1[CH:5]=[C:6]([CH:10]=[C:11]([C:13]2[CH:18]=[CH:17][C:16]([CH3:19])=[CH:15][N:14]=2)[CH:12]=1)[C:7]([OH:9])=O)([CH3:3])[CH3:2].[N:20]1[N:21]=[C:22]([C@@H:25]([NH2:27])[CH3:26])[NH:23][CH:24]=1.C(Cl)C[Cl:30].C1C=CC2N(O)N=NC=2C=1.C(N(CC)CC)C.FC(F)(F)C(O)=O. Product: [ClH:30].[CH:1]([C:4]1[CH:5]=[C:6]([CH:10]=[C:11]([C:13]2[CH:18]=[CH:17][C:16]([CH3:19])=[CH:15][N:14]=2)[CH:12]=1)[C:7]([NH:27][C@H:25]([C:22]1[NH:23][CH:24]=[N:20][N:21]=1)[CH3:26])=[O:9])([CH3:2])[CH3:3]. The catalyst class is: 35.